Predict the reactants needed to synthesize the given product. From a dataset of Full USPTO retrosynthesis dataset with 1.9M reactions from patents (1976-2016). Given the product [O:1]1[C:5]2[CH:6]=[CH:7][C:8]([C:10]3[O:14][C:13]([CH2:15][CH2:16][C:17]([C:24]4[S:23][CH:27]=[CH:26][CH:25]=4)=[O:18])=[N:12][N:11]=3)=[CH:9][C:4]=2[CH2:3][CH2:2]1, predict the reactants needed to synthesize it. The reactants are: [O:1]1[C:5]2[CH:6]=[CH:7][C:8]([C:10]3[O:14][C:13]([CH2:15][CH2:16][C:17](N(OC)C)=[O:18])=[N:12][N:11]=3)=[CH:9][C:4]=2[CH2:3][CH2:2]1.[S:23]1[CH:27]=[CH:26][CH:25]=[C:24]1[Mg]Br.O1CCCC1.[Cl-].[NH4+].O.